This data is from Full USPTO retrosynthesis dataset with 1.9M reactions from patents (1976-2016). The task is: Predict the reactants needed to synthesize the given product. (1) Given the product [Cl:1][C:2]1[CH:7]=[CH:6][C:5]([N:8]2[C:16]([CH:17]([CH:29]3[CH2:30][CH2:31][CH2:32][CH2:33][CH2:34]3)[CH2:18][O:19][C:20]3[CH:27]=[CH:26][C:23]([C:24]4[N:37]=[N:38][NH:39][N:25]=4)=[CH:22][C:21]=3[F:28])=[C:15]3[C:10]([CH:11]=[C:12]([F:36])[C:13]([F:35])=[CH:14]3)=[N:9]2)=[CH:4][CH:3]=1, predict the reactants needed to synthesize it. The reactants are: [Cl:1][C:2]1[CH:7]=[CH:6][C:5]([N:8]2[C:16]([CH:17]([CH:29]3[CH2:34][CH2:33][CH2:32][CH2:31][CH2:30]3)[CH2:18][O:19][C:20]3[CH:27]=[CH:26][C:23]([C:24]#[N:25])=[CH:22][C:21]=3[F:28])=[C:15]3[C:10]([CH:11]=[C:12]([F:36])[C:13]([F:35])=[CH:14]3)=[N:9]2)=[CH:4][CH:3]=1.[N-:37]=[N+:38]=[N-:39].[Na+].Cl.C(N(CC)CC)C. (2) Given the product [CH:2]1([C:1]([O:6][CH:7]([O:9][C:10]([O:12][CH:13]2[CH2:18][C:17](=[O:19])[NH:16][C:14]2=[O:15])=[O:11])[CH3:8])=[O:5])[CH2:4][CH2:24][CH2:23][CH2:22][CH2:3]1, predict the reactants needed to synthesize it. The reactants are: [C:1]([O:6][CH:7]([O:9][C:10]([O:12][CH:13]1[CH2:18][C:17](=[O:19])[NH:16][C:14]1=[O:15])=[O:11])[CH3:8])(=[O:5])[CH:2]([CH3:4])[CH3:3].C(=O)(SC)O[CH2:22][CH2:23][CH:24]1CCCCC1.